Dataset: Forward reaction prediction with 1.9M reactions from USPTO patents (1976-2016). Task: Predict the product of the given reaction. (1) Given the reactants [C:1]([O:5][C:6]([N:8]1[CH2:13][C@H:12]([CH2:14][C:15]2[N:16]([CH3:21])[N:17]=[C:18]([CH3:20])[CH:19]=2)[NH:11][CH2:10][C@H:9]1[CH3:22])=[O:7])([CH3:4])([CH3:3])[CH3:2].Cl.Cl[CH2:25][C:26]([N:28]1[C:36]2[C:31](=[N:32][CH:33]=[C:34]([CH2:37][C:38]3[CH:43]=[CH:42][C:41]([F:44])=[CH:40][C:39]=3[F:45])[CH:35]=2)[C:30]([CH3:47])([CH3:46])[CH2:29]1)=[O:27].C([O-])([O-])=O.[K+].[K+], predict the reaction product. The product is: [C:1]([O:5][C:6]([N:8]1[CH2:13][C@H:12]([CH2:14][C:15]2[N:16]([CH3:21])[N:17]=[C:18]([CH3:20])[CH:19]=2)[N:11]([CH2:25][C:26]([N:28]2[C:36]3[C:31](=[N:32][CH:33]=[C:34]([CH2:37][C:38]4[CH:43]=[CH:42][C:41]([F:44])=[CH:40][C:39]=4[F:45])[CH:35]=3)[C:30]([CH3:47])([CH3:46])[CH2:29]2)=[O:27])[CH2:10][C@H:9]1[CH3:22])=[O:7])([CH3:3])([CH3:2])[CH3:4]. (2) Given the reactants [F:1][C:2]1[CH:7]=[CH:6][C:5]([C:8]2[N:9]=[C:10]3[CH:15]=[C:14]([CH:16]=[O:17])[CH:13]=[CH:12][N:11]3[C:18]=2[C:19]2[CH:24]=[CH:23][N:22]=[C:21]([S:25][CH3:26])[N:20]=2)=[CH:4][CH:3]=1.[NH:27]([CH2:29]C(O)=O)[CH3:28].[CH2:33]=O, predict the reaction product. The product is: [F:1][C:2]1[CH:3]=[CH:4][C:5]([C:8]2[N:9]=[C:10]3[CH:15]=[C:14]([CH:16]4[O:17][CH2:33][N:27]([CH3:29])[CH2:28]4)[CH:13]=[CH:12][N:11]3[C:18]=2[C:19]2[CH:24]=[CH:23][N:22]=[C:21]([S:25][CH3:26])[N:20]=2)=[CH:6][CH:7]=1. (3) Given the reactants [Br:1][C:2]1[CH:7]=[CH:6][C:5]([C:8]2[N:13]=[C:12]([O:14][CH2:15][S:16]([C:19]([CH3:22])([CH3:21])[CH3:20])(=[O:18])=[O:17])[C:11]([C:23](=O)[CH3:24])=[CH:10][C:9]=2[C:26]2[CH:31]=[CH:30][C:29]([Cl:32])=[CH:28][CH:27]=2)=[C:4]([Cl:33])[CH:3]=1.C(=O)([O-])[O-].[Cs+].[Cs+], predict the reaction product. The product is: [Br:1][C:2]1[CH:7]=[CH:6][C:5]([C:8]2[N:13]=[C:12]3[O:14][C:15]([S:16]([C:19]([CH3:21])([CH3:22])[CH3:20])(=[O:18])=[O:17])=[C:23]([CH3:24])[C:11]3=[CH:10][C:9]=2[C:26]2[CH:27]=[CH:28][C:29]([Cl:32])=[CH:30][CH:31]=2)=[C:4]([Cl:33])[CH:3]=1. (4) Given the reactants [Cl:1][C:2]1[CH:10]=[C:9]2[C:5]([C:6]([C:12]3[N:13]=[C:14]4[C:20]([C:21]([OH:23])=O)=[CH:19][N:18]([CH2:24][O:25][CH2:26][CH2:27][Si:28]([CH3:31])([CH3:30])[CH3:29])[C:15]4=[N:16][CH:17]=3)=[N:7][N:8]2[CH3:11])=[CH:4][CH:3]=1.C(Cl)CCl.C1C=CC2N(O)N=NC=2C=1.[CH3:46][C:47]([NH2:50])([CH3:49])[CH3:48], predict the reaction product. The product is: [C:47]([NH:50][C:21]([C:20]1[C:14]2[C:15](=[N:16][CH:17]=[C:12]([C:6]3[C:5]4[C:9](=[CH:10][C:2]([Cl:1])=[CH:3][CH:4]=4)[N:8]([CH3:11])[N:7]=3)[N:13]=2)[N:18]([CH2:24][O:25][CH2:26][CH2:27][Si:28]([CH3:31])([CH3:29])[CH3:30])[CH:19]=1)=[O:23])([CH3:49])([CH3:48])[CH3:46]. (5) Given the reactants [N+:1]([C:4]1[CH:15]=[CH:14][C:7]([C:8]([NH:10][CH2:11][C:12]#[CH:13])=[O:9])=[CH:6][CH:5]=1)([O-:3])=[O:2].[OH-].[K+].C(O)(=O)C, predict the reaction product. The product is: [CH3:13][C:12]1[O:9][C:8]([C:7]2[CH:6]=[CH:5][C:4]([N+:1]([O-:3])=[O:2])=[CH:15][CH:14]=2)=[N:10][CH:11]=1. (6) Given the reactants [C:1]([CH2:3][C:4]1([N:17]2[CH:21]=[C:20]([C:22]3[C:23]4[CH:30]=[CH:29][N:28](COCC[Si](C)(C)C)[C:24]=4[N:25]=[CH:26][N:27]=3)[CH:19]=[N:18]2)[CH2:7][N:6]([C:8]2[CH:9]=[CH:10][C:11]([C:14](O)=[O:15])=[N:12][CH:13]=2)[CH2:5]1)#[N:2].[F:39][C:40]([F:46])([F:45])[C:41]1([NH2:44])[CH2:43][CH2:42]1, predict the reaction product. The product is: [C:1]([CH2:3][C:4]1([N:17]2[CH:21]=[C:20]([C:22]3[C:23]4[CH:30]=[CH:29][NH:28][C:24]=4[N:25]=[CH:26][N:27]=3)[CH:19]=[N:18]2)[CH2:5][N:6]([C:8]2[CH:9]=[CH:10][C:11]([C:14]([NH:44][C:41]3([C:40]([F:46])([F:45])[F:39])[CH2:43][CH2:42]3)=[O:15])=[N:12][CH:13]=2)[CH2:7]1)#[N:2].